Dataset: NCI-60 drug combinations with 297,098 pairs across 59 cell lines. Task: Regression. Given two drug SMILES strings and cell line genomic features, predict the synergy score measuring deviation from expected non-interaction effect. (1) Drug 1: COC1=C2C(=CC3=C1OC=C3)C=CC(=O)O2. Drug 2: CC1C(C(CC(O1)OC2CC(CC3=C2C(=C4C(=C3O)C(=O)C5=CC=CC=C5C4=O)O)(C(=O)C)O)N)O. Cell line: DU-145. Synergy scores: CSS=35.3, Synergy_ZIP=-1.95, Synergy_Bliss=-6.16, Synergy_Loewe=-26.6, Synergy_HSA=-5.65. (2) Drug 1: COC1=CC(=CC(=C1O)OC)C2C3C(COC3=O)C(C4=CC5=C(C=C24)OCO5)OC6C(C(C7C(O6)COC(O7)C8=CC=CS8)O)O. Drug 2: COC1=NC(=NC2=C1N=CN2C3C(C(C(O3)CO)O)O)N. Cell line: SR. Synergy scores: CSS=60.4, Synergy_ZIP=7.79, Synergy_Bliss=8.10, Synergy_Loewe=-18.6, Synergy_HSA=7.10. (3) Drug 1: C1CCN(CC1)CCOC2=CC=C(C=C2)C(=O)C3=C(SC4=C3C=CC(=C4)O)C5=CC=C(C=C5)O. Drug 2: CN1CCC(CC1)COC2=C(C=C3C(=C2)N=CN=C3NC4=C(C=C(C=C4)Br)F)OC. Cell line: NCI-H226. Synergy scores: CSS=12.2, Synergy_ZIP=-1.04, Synergy_Bliss=0.884, Synergy_Loewe=-2.64, Synergy_HSA=-0.594.